Dataset: Full USPTO retrosynthesis dataset with 1.9M reactions from patents (1976-2016). Task: Predict the reactants needed to synthesize the given product. (1) Given the product [I:18][C:6]1[CH:7]=[C:8]([CH:12]=[C:13]([N+:15]([O-:17])=[O:16])[CH:14]=1)[C:9]([OH:11])=[O:10], predict the reactants needed to synthesize it. The reactants are: N([O-])=O.[Na+].N[C:6]1[CH:7]=[C:8]([CH:12]=[C:13]([N+:15]([O-:17])=[O:16])[CH:14]=1)[C:9]([OH:11])=[O:10].[I-:18].[K+]. (2) Given the product [CH3:14][C:13](=[CH:15][CH2:16][CH2:17][CH:18]([CH3:33])[CH2:19][C:20](=[O:32])[CH2:21][CH2:22][CH2:23][CH2:24][CH2:25][CH2:26][CH2:27][CH2:28][CH2:29][CH:30]=[CH2:31])[CH3:12], predict the reactants needed to synthesize it. The reactants are: [Cr](Cl)([O-])(=O)=O.[NH+]1C=CC=CC=1.[CH3:12][C:13](=[CH:15][CH2:16][CH2:17][CH:18]([CH3:33])[CH2:19][CH:20]([OH:32])[CH2:21][CH2:22][CH2:23][CH2:24][CH2:25][CH2:26][CH2:27][CH2:28][CH2:29][CH:30]=[CH2:31])[CH3:14].